From a dataset of Full USPTO retrosynthesis dataset with 1.9M reactions from patents (1976-2016). Predict the reactants needed to synthesize the given product. (1) Given the product [O:35]=[C:22]1[CH2:21][CH2:20][CH:19]=[CH:18][CH2:17][C@@H:16]([NH:15][C:8](=[O:9])[CH3:10])[C:27](=[O:28])[O:26][CH2:25][C@@H:24]([C:29]2[CH:34]=[CH:33][CH:32]=[CH:31][CH:30]=2)[NH:23]1, predict the reactants needed to synthesize it. The reactants are: C(N(CC)CC)C.[C:8](O)([C:10](F)(F)F)=[O:9].[NH2:15][C@H:16]1[C:27](=[O:28])[O:26][CH2:25][C@@H:24]([C:29]2[CH:34]=[CH:33][CH:32]=[CH:31][CH:30]=2)[NH:23][C:22](=[O:35])[CH2:21][CH2:20][CH:19]=[CH:18][CH2:17]1.C(OC(=O)C)(=O)C. (2) Given the product [Cl:35][C:14]1[N:13]=[C:12]([N:3]2[C:2](=[O:1])[C:10]3[C:5](=[CH:6][CH:7]=[CH:8][CH:9]=3)[C:4]2=[O:11])[CH:17]=[C:16]([CH3:18])[C:15]=1[CH3:19], predict the reactants needed to synthesize it. The reactants are: [O:1]=[C:2]1[C:10]2[C:5](=[CH:6][CH:7]=[CH:8][CH:9]=2)[C:4](=[O:11])[N:3]1[C:12]1[CH:17]=[C:16]([CH3:18])[C:15]([CH3:19])=[CH:14][N+:13]=1[O-].CCN(CC)CC.C([O-])(O)=O.[Na+].O=P(Cl)(Cl)[Cl:35]. (3) The reactants are: [H-].[Na+].[CH3:3][O:4][CH:5]([O:9][CH3:10])[CH:6]([OH:8])[CH3:7].Cl.[N:12]1[CH:17]=[CH:16][CH:15]=[CH:14][C:13]=1[CH2:18]Cl.C(OCC)C. Given the product [CH3:3][O:4][CH:5]([O:9][CH3:10])[CH:6]([CH3:7])[O:8][CH2:18][C:13]1[CH:14]=[CH:15][CH:16]=[CH:17][N:12]=1, predict the reactants needed to synthesize it. (4) Given the product [CH2:8]([O:10][C:11]1[CH:16]=[CH:15][C:14]([N:17]=[C:20]=[O:22])=[CH:13][C:12]=1[Cl:18])[CH3:9], predict the reactants needed to synthesize it. The reactants are: C(N(CC)CC)C.[CH2:8]([O:10][C:11]1[CH:16]=[CH:15][C:14]([NH2:17])=[CH:13][C:12]=1[Cl:18])[CH3:9].Cl[C:20](Cl)([O:22]C(=O)OC(Cl)(Cl)Cl)Cl. (5) Given the product [Br:23][C:24]1[CH:29]=[CH:28][C:27]([CH2:30][CH2:31][C:32]2[S:22][C:4]3[N:3]=[C:2]([NH2:1])[N:7]=[C:6]([N:8]4[CH2:9][CH2:10][NH:11][CH2:12][CH2:13]4)[C:5]=3[N:21]=2)=[CH:26][CH:25]=1, predict the reactants needed to synthesize it. The reactants are: [NH2:1][C:2]1[N:7]=[C:6]([N:8]2[CH2:13][CH2:12][N:11](C(OC(C)(C)C)=O)[CH2:10][CH2:9]2)[C:5]([NH2:21])=[C:4]([SH:22])[N:3]=1.[Br:23][C:24]1[CH:29]=[CH:28][C:27]([CH2:30][CH2:31][C:32](O)=O)=[CH:26][CH:25]=1. (6) Given the product [CH3:12][C:4]1[C:3]2[C:13](=[O:15])[NH:25][C:24]([CH2:23][C:20]3[CH:21]=[CH:22][S:18][CH:19]=3)=[N:1][C:2]=2[S:6][C:5]=1[C:7]([O:9][CH2:10][CH3:11])=[O:8], predict the reactants needed to synthesize it. The reactants are: [NH2:1][C:2]1[S:6][C:5]([C:7]([O:9][CH2:10][CH3:11])=[O:8])=[C:4]([CH3:12])[C:3]=1[C:13]([O:15]CC)=O.[S:18]1[CH:22]=[CH:21][C:20]([CH2:23][C:24]#[N:25])=[CH:19]1.Cl.O1CCOCC1.N. (7) Given the product [Br:1][C:2]1[CH:3]=[C:4]2[C:20]([CH3:21])=[C:19]([Si:18]([CH3:23])([CH3:22])[CH3:17])[NH:8][C:5]2=[N:6][CH:7]=1, predict the reactants needed to synthesize it. The reactants are: [Br:1][C:2]1[CH:3]=[C:4](I)[C:5]([NH2:8])=[N:6][CH:7]=1.CC([O-])=O.[K+].[Li+].[Cl-].[CH3:17][Si:18]([CH3:23])([CH3:22])[C:19]#[C:20][CH3:21]. (8) Given the product [CH3:1][C@H:2]1[CH2:3][N:4]([S:8]([C:11]2[CH:12]=[CH:13][C:14]([C:17]([F:20])([F:18])[F:19])=[CH:15][CH:16]=2)(=[O:9])=[O:10])[CH2:5][CH2:6][N:7]1[C:64]([C:63]1[C:58]([O:57][CH3:56])=[N:59][CH:60]=[CH:61][CH:62]=1)=[O:65], predict the reactants needed to synthesize it. The reactants are: [CH3:1][C@@H:2]1[NH:7][CH2:6][CH2:5][N:4]([S:8]([C:11]2[CH:16]=[CH:15][C:14]([C:17]([F:20])([F:19])[F:18])=[CH:13][CH:12]=2)(=[O:10])=[O:9])[CH2:3]1.C1C=CC2N(O)N=NC=2C=1.O.CN(C(ON1N=NC2C=CC=CC1=2)=[N+](C)C)C.F[P-](F)(F)(F)(F)F.[CH3:56][O:57][C:58]1[C:63]([C:64](O)=[O:65])=[CH:62][CH:61]=[CH:60][N:59]=1.CCN(C(C)C)C(C)C. (9) Given the product [O:1]([C:8]1[CH:9]=[C:10]([N:14]([CH2:15][C:16]2[CH:21]=[CH:20][CH:19]=[C:18]([O:22][C:23]([CH3:26])([CH3:25])[CH3:24])[CH:17]=2)[CH2:30][CH:29]([OH:31])[C:28]([F:33])([F:32])[F:27])[CH:11]=[CH:12][CH:13]=1)[C:2]1[CH:3]=[CH:4][CH:5]=[CH:6][CH:7]=1, predict the reactants needed to synthesize it. The reactants are: [O:1]([C:8]1[CH:9]=[C:10]([NH:14][CH2:15][C:16]2[CH:21]=[CH:20][CH:19]=[C:18]([O:22][C:23]([CH3:26])([CH3:25])[CH3:24])[CH:17]=2)[CH:11]=[CH:12][CH:13]=1)[C:2]1[CH:7]=[CH:6][CH:5]=[CH:4][CH:3]=1.[F:27][C:28]([F:33])([F:32])[CH:29]1[O:31][CH2:30]1.